From a dataset of Reaction yield outcomes from USPTO patents with 853,638 reactions. Predict the reaction yield, written as a fraction of the theoretical maximum amount of product (1.0 means a 100% yield; for example, 0.34 means a 34% yield). (1) The reactants are [OH:1][C:2]1[C:3]([C:12]#[N:13])=[CH:4][C:5]2[CH:6]=[CH:7][CH2:8][CH2:9][C:10]=2[CH:11]=1.[Cl:14][C:15]1[CH:24]=[C:23]([Cl:25])[CH:22]=[CH:21][C:16]=1[C:17](=[O:20])[CH2:18]Cl.C(=O)([O-])[O-].[K+].[K+].C(OCC)(=O)C. The catalyst is CN(C)C=O.O. The product is [NH2:13][C:12]1[C:3]2[CH:4]=[C:5]3[C:10]([CH2:9][CH2:8][CH:7]=[CH:6]3)=[CH:11][C:2]=2[O:1][C:18]=1[C:17]([C:16]1[CH:21]=[CH:22][C:23]([Cl:25])=[CH:24][C:15]=1[Cl:14])=[O:20]. The yield is 0.140. (2) The reactants are [CH3:1][C:2]1[NH:6][N:5]=[CH:4][C:3]=1[C:7]1[CH:12]=[CH:11][CH:10]=[CH:9][CH:8]=1.[CH2:13](N1C=C(C2C=CC=CC=2)C(C)=N1)[CH2:14][C:15]#[CH:16]. No catalyst specified. The product is [CH2:16]([N:6]1[C:2]([CH3:1])=[C:3]([C:7]2[CH:8]=[CH:9][CH:10]=[CH:11][CH:12]=2)[CH:4]=[N:5]1)[CH2:15][C:14]#[CH:13]. The yield is 0.420.